This data is from TCR-epitope binding with 47,182 pairs between 192 epitopes and 23,139 TCRs. The task is: Binary Classification. Given a T-cell receptor sequence (or CDR3 region) and an epitope sequence, predict whether binding occurs between them. (1) The epitope is KPLEFGATSAAL. The TCR CDR3 sequence is CASSLPGLARHEQFF. Result: 1 (the TCR binds to the epitope). (2) The epitope is RTLNAWVKV. The TCR CDR3 sequence is CASSARGRDTGELFF. Result: 0 (the TCR does not bind to the epitope).